From a dataset of Catalyst prediction with 721,799 reactions and 888 catalyst types from USPTO. Predict which catalyst facilitates the given reaction. (1) The catalyst class is: 3. Reactant: [OH:1][C@@H:2]([C@H:4]1[C:10](=[O:11])[N:9]2[C@@H:5]1[CH2:6][C:7]([C:15]1[CH:25]=[CH:24][C:18]3[N:19]([CH3:23])[C:20](=[O:22])[O:21][C:17]=3[CH:16]=1)=[C:8]2[C:12]([O-:14])=[O:13])[CH3:3].[Na+].[C:27]([O:33][CH2:34]I)(=[O:32])[C:28]([CH3:31])([CH3:30])[CH3:29].C(OCC)(=O)C. Product: [OH:1][C@@H:2]([C@H:4]1[C:10](=[O:11])[N:9]2[C@@H:5]1[CH2:6][C:7]([C:15]1[CH:25]=[CH:24][C:18]3[N:19]([CH3:23])[C:20](=[O:22])[O:21][C:17]=3[CH:16]=1)=[C:8]2[C:12]([O:14][CH2:34][O:33][C:27](=[O:32])[C:28]([CH3:31])([CH3:30])[CH3:29])=[O:13])[CH3:3]. (2) Reactant: [Br:1][C:2]1[C:7](=[O:8])[NH:6][CH:5]=[C:4]([C:9]([NH:11][CH2:12][CH2:13][OH:14])=[O:10])[CH:3]=1.IC.[C:17](=O)([O-])[O-].[K+].[K+]. Product: [Br:1][C:2]1[C:7](=[O:8])[N:6]([CH3:17])[CH:5]=[C:4]([C:9]([NH:11][CH2:12][CH2:13][OH:14])=[O:10])[CH:3]=1. The catalyst class is: 16. (3) The catalyst class is: 9. Reactant: [Cl:1][C:2]1[CH:7]=[C:6]([Cl:8])[C:5]([O:9][CH3:10])=[CH:4][C:3]=1[NH:11][C:12]1[C:21]2[C:16](=[CH:17][C:18](F)=[C:19]([O:22][CH2:23][CH3:24])[CH:20]=2)[N:15]=[CH:14][C:13]=1[C:26]#[N:27].[CH3:28][N:29]1[CH2:34][CH2:33][CH:32]([CH2:35][CH2:36][CH2:37][OH:38])[CH2:31][CH2:30]1.[H-].[Na+].C(=O)(O)[O-].[Na+]. Product: [Cl:1][C:2]1[CH:7]=[C:6]([Cl:8])[C:5]([O:9][CH3:10])=[CH:4][C:3]=1[NH:11][C:12]1[C:21]2[C:16](=[CH:17][C:18]([O:38][CH2:37][CH2:36][CH2:35][CH:32]3[CH2:31][CH2:30][N:29]([CH3:28])[CH2:34][CH2:33]3)=[C:19]([O:22][CH2:23][CH3:24])[CH:20]=2)[N:15]=[CH:14][C:13]=1[C:26]#[N:27]. (4) Product: [N:20]1([C:2]2[CH:3]=[C:4]3[C:9](=[CH:10][CH:11]=2)[C:8](=[O:12])[N:7]([CH2:13][CH2:14][N:15]2[CH2:19][CH2:18][CH2:17][CH2:16]2)[CH2:6][CH2:5]3)[C:28]2[C:23](=[CH:24][CH:25]=[CH:26][CH:27]=2)[CH:22]=[N:21]1. The catalyst class is: 580. Reactant: Br[C:2]1[CH:3]=[C:4]2[C:9](=[CH:10][CH:11]=1)[C:8](=[O:12])[N:7]([CH2:13][CH2:14][N:15]1[CH2:19][CH2:18][CH2:17][CH2:16]1)[CH2:6][CH2:5]2.[NH:20]1[C:28]2[C:23](=[CH:24][CH:25]=[CH:26][CH:27]=2)[CH:22]=[N:21]1.[C@@H]1(N)CCCC[C@H]1N.P([O-])([O-])([O-])=O.[K+].[K+].[K+]. (5) Reactant: [CH3:1][C:2]1[O:6][C:5]([CH:7]=[CH:8][C:9](=[O:17])[CH2:10][CH2:11][C:12]([O:14][CH2:15][CH3:16])=[O:13])=[CH:4][CH:3]=1.C(O)C.[H][H]. Product: [CH3:1][C:2]1[O:6][C:5]([CH2:7][CH2:8][C:9](=[O:17])[CH2:10][CH2:11][C:12]([O:14][CH2:15][CH3:16])=[O:13])=[CH:4][CH:3]=1. The catalyst class is: 769. (6) Product: [CH3:1][O:2][C:3]1[CH:4]=[C:5]2[C:10](=[CH:11][C:12]=1[O:13][CH3:14])[N:9]([CH3:15])[C:8]([C:16]1[CH:21]=[CH:20][CH:19]=[CH:18][CH:17]=1)=[N:7][C:6]2=[S:32]. Reactant: [CH3:1][O:2][C:3]1[CH:4]=[C:5]2[C:10](=[CH:11][C:12]=1[O:13][CH3:14])[N:9]([CH3:15])[C:8]([C:16]1[CH:21]=[CH:20][CH:19]=[CH:18][CH:17]=1)=[N:7][C:6]2=O.COC1C=CC(P2(SP(C3C=CC(OC)=CC=3)(=S)S2)=[S:32])=CC=1. The catalyst class is: 11. (7) Reactant: [CH2:1]([O:8][C:9]([N:11]1[CH2:15][C@H:14]([O:16][C:17]([CH3:20])([CH3:19])[CH3:18])[CH2:13][C@H:12]1[C:21](O)=[O:22])=[O:10])[C:2]1[CH:7]=[CH:6][CH:5]=[CH:4][CH:3]=1.[CH3:24][O:25][CH:26]([O:29][CH3:30])[CH2:27][NH2:28].CCN=C=NCCCN(C)C.Cl.C1C=CC2N(O)N=NC=2C=1.C(N(CC)CC)C. Product: [CH2:1]([O:8][C:9]([N:11]1[CH2:15][C@H:14]([O:16][C:17]([CH3:19])([CH3:20])[CH3:18])[CH2:13][C@H:12]1[C:21](=[O:22])[NH:28][CH2:27][CH:26]([O:29][CH3:30])[O:25][CH3:24])=[O:10])[C:2]1[CH:3]=[CH:4][CH:5]=[CH:6][CH:7]=1. The catalyst class is: 46. (8) The catalyst class is: 1. Product: [C:1]([C:3]1[CH:4]=[CH:5][C:6]([C:7]2[O:8][C:11]([C@H:12]([NH:16][C:17]3[C:25]4[CH:24]=[CH:23][S:22][C:21]=4[C:20]([C:26]#[N:27])=[CH:19][CH:18]=3)[C@H:13]([OH:15])[CH3:14])=[N:10][N:9]=2)=[CH:29][CH:30]=1)#[N:2]. Reactant: [C:1]([C:3]1[CH:30]=[CH:29][C:6]([C:7]([NH:9][NH:10][C:11](=O)[C@H:12]([NH:16][C:17]2[C:25]3[CH:24]=[CH:23][S:22][C:21]=3[C:20]([C:26]#[N:27])=[CH:19][CH:18]=2)[C@H:13]([OH:15])[CH3:14])=[O:8])=[CH:5][CH:4]=1)#[N:2].CCN(P1(N(C)CCCN1C)=NC(C)(C)C)CC.CO. (9) Reactant: [CH2:1]([O:8][C:9]1[CH:14]=[CH:13][C:12]([C:15]#[N:16])=[CH:11][C:10]=1[CH2:17][C:18]([O:20][CH3:21])=[O:19])[C:2]1[CH:7]=[CH:6][CH:5]=[CH:4][CH:3]=1.[H-].[Na+].[CH2:24](Br)[C:25]1[CH:30]=[CH:29][CH:28]=[CH:27][CH:26]=1. Product: [CH2:1]([O:8][C:9]1[CH:14]=[CH:13][C:12]([C:15]#[N:16])=[CH:11][C:10]=1[CH:17]([CH2:24][C:25]1[CH:30]=[CH:29][CH:28]=[CH:27][CH:26]=1)[C:18]([O:20][CH3:21])=[O:19])[C:2]1[CH:3]=[CH:4][CH:5]=[CH:6][CH:7]=1. The catalyst class is: 7.